From a dataset of Peptide-MHC class II binding affinity with 134,281 pairs from IEDB. Regression. Given a peptide amino acid sequence and an MHC pseudo amino acid sequence, predict their binding affinity value. This is MHC class II binding data. (1) The binding affinity (normalized) is 1.00. The peptide sequence is EKKYFAATTFEPLAA. The MHC is HLA-DPA10103-DPB10401 with pseudo-sequence HLA-DPA10103-DPB10401. (2) The peptide sequence is GNQEGSLKTALTGAM. The MHC is DRB3_0301 with pseudo-sequence DRB3_0301. The binding affinity (normalized) is 0.311. (3) The peptide sequence is EEFIRLLRNRKKSKV. The MHC is DRB1_0101 with pseudo-sequence DRB1_0101. The binding affinity (normalized) is 0.579. (4) The peptide sequence is EDVGSNKGAIIGLMV. The MHC is H-2-IAb with pseudo-sequence H-2-IAb. The binding affinity (normalized) is 0. (5) The peptide sequence is AASLLDEDMDALEEA. The MHC is HLA-DQA10101-DQB10501 with pseudo-sequence HLA-DQA10101-DQB10501. The binding affinity (normalized) is 0.394. (6) The peptide sequence is ESHGVAAVLFAATAA. The MHC is HLA-DPA10103-DPB10201 with pseudo-sequence HLA-DPA10103-DPB10201. The binding affinity (normalized) is 0.595. (7) The peptide sequence is AVSGDDCVVRPIDDR. The MHC is HLA-DQA10102-DQB10501 with pseudo-sequence HLA-DQA10102-DQB10501. The binding affinity (normalized) is 0.438.